From a dataset of Peptide-MHC class I binding affinity with 185,985 pairs from IEDB/IMGT. Regression. Given a peptide amino acid sequence and an MHC pseudo amino acid sequence, predict their binding affinity value. This is MHC class I binding data. (1) The peptide sequence is QLDHGVLLV. The MHC is HLA-A02:01 with pseudo-sequence HLA-A02:01. The binding affinity (normalized) is 0.398. (2) The peptide sequence is EAVEDGRFWE. The MHC is HLA-B58:01 with pseudo-sequence HLA-B58:01. The binding affinity (normalized) is 0. (3) The peptide sequence is FVCKHSMVDR. The MHC is HLA-A68:01 with pseudo-sequence HLA-A68:01. The binding affinity (normalized) is 0.357. (4) The peptide sequence is ISCQIYNAL. The MHC is HLA-B44:02 with pseudo-sequence HLA-B44:02. The binding affinity (normalized) is 0.0847. (5) The binding affinity (normalized) is 0.282. The MHC is HLA-A11:01 with pseudo-sequence HLA-A11:01. The peptide sequence is VSENTGMGMY. (6) The peptide sequence is ERLKARGSL. The MHC is HLA-A23:01 with pseudo-sequence HLA-A23:01. The binding affinity (normalized) is 0.